From a dataset of Catalyst prediction with 721,799 reactions and 888 catalyst types from USPTO. Predict which catalyst facilitates the given reaction. (1) Reactant: Br[CH2:2][CH2:3][O:4][CH:5]1[CH2:10][CH2:9][CH2:8][CH2:7][O:6]1.[OH:11][CH:12]1[CH2:17][CH2:16][NH:15][CH2:14][CH2:13]1.C(=O)([O-])[O-].[K+].[K+].ClCCl. Product: [O:6]1[CH2:7][CH2:8][CH2:9][CH2:10][CH:5]1[O:4][CH2:3][CH2:2][N:15]1[CH2:16][CH2:17][CH:12]([OH:11])[CH2:13][CH2:14]1. The catalyst class is: 9. (2) The catalyst class is: 5. Reactant: C(O)(=O)C.Cl.C(OC([N:13]1[CH2:18][CH2:17][CH2:16][CH:15]([S:19][C:20]2[CH:21]=[C:22]3[C:27](=[CH:28][CH:29]=2)[C:26]([NH:30]C(=O)C2C=CC=CC=2)=[N:25][CH:24]=[CH:23]3)[CH2:14]1)=O)(C)(C)C. Product: [NH:13]1[CH2:18][CH2:17][CH2:16][CH:15]([S:19][C:20]2[CH:21]=[C:22]3[C:27](=[CH:28][CH:29]=2)[C:26]([NH2:30])=[N:25][CH:24]=[CH:23]3)[CH2:14]1. (3) Reactant: Br[C:2]1[C:3]([NH2:13])=[C:4]([C:9]([NH2:12])=[CH:10][CH:11]=1)[C:5]([O:7][CH3:8])=[O:6].[Si:14]([O:21][CH2:22][C:23]1[O:24][CH:25]=[CH:26][C:27]=1B(O)O)([C:17]([CH3:20])([CH3:19])[CH3:18])([CH3:16])[CH3:15].C(=O)([O-])[O-].[Cs+].[Cs+].F[B-](F)(F)F.C([PH+](C(C)(C)C)C(C)(C)C)(C)(C)C. Product: [NH2:13][C:3]1[C:2]([C:27]2[CH:26]=[CH:25][O:24][C:23]=2[CH2:22][O:21][Si:14]([C:17]([CH3:20])([CH3:19])[CH3:18])([CH3:15])[CH3:16])=[CH:11][CH:10]=[C:9]([NH2:12])[C:4]=1[C:5]([O:7][CH3:8])=[O:6]. The catalyst class is: 333. (4) Reactant: [CH3:1][O:2][C:3]1[CH:4]=[CH:5][C:6]([N+:18]([O-:20])=[O:19])=[C:7]2[C:12]=1[C:11]([C:13]1[N:14]=[CH:15][NH:16][CH:17]=1)=[CH:10][CH2:9][CH2:8]2.[C:21](O[C:21]([O:23][C:24]([CH3:27])([CH3:26])[CH3:25])=[O:22])([O:23][C:24]([CH3:27])([CH3:26])[CH3:25])=[O:22]. Product: [CH3:1][O:2][C:3]1[CH:4]=[CH:5][C:6]([N+:18]([O-:20])=[O:19])=[C:7]2[C:12]=1[C:11]([C:13]1[N:14]=[CH:15][N:16]([C:21]([O:23][C:24]([CH3:27])([CH3:26])[CH3:25])=[O:22])[CH:17]=1)=[CH:10][CH2:9][CH2:8]2. The catalyst class is: 10.